Dataset: Peptide-MHC class I binding affinity with 185,985 pairs from IEDB/IMGT. Task: Regression. Given a peptide amino acid sequence and an MHC pseudo amino acid sequence, predict their binding affinity value. This is MHC class I binding data. (1) The peptide sequence is TAHIEGQPVEV. The MHC is Mamu-A02 with pseudo-sequence Mamu-A02. The binding affinity (normalized) is 0.0414. (2) The peptide sequence is LLNVKMALDI. The MHC is HLA-A02:02 with pseudo-sequence HLA-A02:02. The binding affinity (normalized) is 0.501. (3) The peptide sequence is ITDVQDMDP. The MHC is HLA-A11:01 with pseudo-sequence HLA-A11:01. The binding affinity (normalized) is 0.0847. (4) The peptide sequence is KPNELSLAL. The MHC is Mamu-A2201 with pseudo-sequence Mamu-A2201. The binding affinity (normalized) is 0.821. (5) The peptide sequence is FMVYVPLPA. The MHC is HLA-B53:01 with pseudo-sequence HLA-B53:01. The binding affinity (normalized) is 0.213.